This data is from Forward reaction prediction with 1.9M reactions from USPTO patents (1976-2016). The task is: Predict the product of the given reaction. Given the reactants [CH3:1][O:2][C:3](=[O:31])[C@H:4]([CH2:21][C:22]1[CH:27]=[CH:26][C:25]([N+:28]([O-])=O)=[CH:24][CH:23]=1)[NH:5][C:6]([C:8]1([CH2:13][CH2:14][CH2:15][CH2:16][S:17]([CH3:20])(=[O:19])=[O:18])[CH2:12][CH2:11][CH2:10][CH2:9]1)=[S:7].C1COCC1.[Cl-].[NH4+].O, predict the reaction product. The product is: [CH3:1][O:2][C:3](=[O:31])[C@H:4]([CH2:21][C:22]1[CH:27]=[CH:26][C:25]([NH2:28])=[CH:24][CH:23]=1)[NH:5][C:6]([C:8]1([CH2:13][CH2:14][CH2:15][CH2:16][S:17]([CH3:20])(=[O:19])=[O:18])[CH2:12][CH2:11][CH2:10][CH2:9]1)=[S:7].